The task is: Regression. Given a peptide amino acid sequence and an MHC pseudo amino acid sequence, predict their binding affinity value. This is MHC class I binding data.. This data is from Peptide-MHC class I binding affinity with 185,985 pairs from IEDB/IMGT. (1) The binding affinity (normalized) is 0.680. The peptide sequence is TLIMIGSNA. The MHC is HLA-A02:03 with pseudo-sequence HLA-A02:03. (2) The peptide sequence is LPTTITVPV. The MHC is HLA-B07:02 with pseudo-sequence HLA-B07:02. The binding affinity (normalized) is 0.409.